This data is from NCI-60 drug combinations with 297,098 pairs across 59 cell lines. The task is: Regression. Given two drug SMILES strings and cell line genomic features, predict the synergy score measuring deviation from expected non-interaction effect. (1) Drug 1: CCC1(C2=C(COC1=O)C(=O)N3CC4=CC5=C(C=CC(=C5CN(C)C)O)N=C4C3=C2)O.Cl. Drug 2: B(C(CC(C)C)NC(=O)C(CC1=CC=CC=C1)NC(=O)C2=NC=CN=C2)(O)O. Cell line: RXF 393. Synergy scores: CSS=56.5, Synergy_ZIP=0.0762, Synergy_Bliss=3.01, Synergy_Loewe=-12.6, Synergy_HSA=1.25. (2) Drug 1: CN1CCC(CC1)COC2=C(C=C3C(=C2)N=CN=C3NC4=C(C=C(C=C4)Br)F)OC. Drug 2: CC1C(C(CC(O1)OC2CC(OC(C2O)C)OC3=CC4=CC5=C(C(=O)C(C(C5)C(C(=O)C(C(C)O)O)OC)OC6CC(C(C(O6)C)O)OC7CC(C(C(O7)C)O)OC8CC(C(C(O8)C)O)(C)O)C(=C4C(=C3C)O)O)O)O. Cell line: A498. Synergy scores: CSS=41.1, Synergy_ZIP=11.9, Synergy_Bliss=14.3, Synergy_Loewe=16.0, Synergy_HSA=16.1. (3) Drug 1: CN1C(=O)N2C=NC(=C2N=N1)C(=O)N. Drug 2: C(CC(=O)O)C(=O)CN.Cl. Cell line: ACHN. Synergy scores: CSS=13.1, Synergy_ZIP=-1.90, Synergy_Bliss=5.51, Synergy_Loewe=5.43, Synergy_HSA=5.64. (4) Drug 1: C1=CC=C(C(=C1)C(C2=CC=C(C=C2)Cl)C(Cl)Cl)Cl. Drug 2: CC1CCC2CC(C(=CC=CC=CC(CC(C(=O)C(C(C(=CC(C(=O)CC(OC(=O)C3CCCCN3C(=O)C(=O)C1(O2)O)C(C)CC4CCC(C(C4)OC)O)C)C)O)OC)C)C)C)OC. Cell line: NCI-H226. Synergy scores: CSS=4.05, Synergy_ZIP=-0.733, Synergy_Bliss=-0.0295, Synergy_Loewe=-1.98, Synergy_HSA=0.112. (5) Synergy scores: CSS=71.1, Synergy_ZIP=17.7, Synergy_Bliss=16.0, Synergy_Loewe=-33.6, Synergy_HSA=14.5. Drug 1: CC1=C(C=C(C=C1)NC2=NC=CC(=N2)N(C)C3=CC4=NN(C(=C4C=C3)C)C)S(=O)(=O)N.Cl. Cell line: HT29. Drug 2: CC1=C2C(C(=O)C3(C(CC4C(C3C(C(C2(C)C)(CC1OC(=O)C(C(C5=CC=CC=C5)NC(=O)C6=CC=CC=C6)O)O)OC(=O)C7=CC=CC=C7)(CO4)OC(=O)C)O)C)OC(=O)C.